This data is from Forward reaction prediction with 1.9M reactions from USPTO patents (1976-2016). The task is: Predict the product of the given reaction. (1) Given the reactants [C:1]([C:3]1([C:6]2[CH:7]=[C:8]([CH:29]=[CH:30][CH:31]=2)[C:9]([NH:11][C:12]2[CH:17]=[C:16]([O:18][C:19]3[CH:24]=[CH:23][C:22]([N+:25]([O-])=O)=[CH:21][N:20]=3)[CH:15]=[CH:14][C:13]=2[CH3:28])=[O:10])[CH2:5][CH2:4]1)#[N:2].[Cl-].[Ca+2].[Cl-].O, predict the reaction product. The product is: [NH2:25][C:22]1[CH:23]=[CH:24][C:19]([O:18][C:16]2[CH:15]=[CH:14][C:13]([CH3:28])=[C:12]([NH:11][C:9](=[O:10])[C:8]3[CH:29]=[CH:30][CH:31]=[C:6]([C:3]4([C:1]#[N:2])[CH2:4][CH2:5]4)[CH:7]=3)[CH:17]=2)=[N:20][CH:21]=1. (2) Given the reactants [CH:1]([NH:4][C:5]([C@H:7]1[CH2:12][CH2:11][C@@H:10]([NH:13][C:14]2[CH:19]=[C:18]([N:20]3[CH:24]=[N:23][CH:22]=[N:21]3)[CH:17]=[CH:16][C:15]=2[N+:25]([O-])=O)[CH2:9][CH2:8]1)=[O:6])([CH3:3])[CH3:2].O.O.[Sn](Cl)Cl.[F:33][C:34]1[CH:44]=[CH:43][C:37]([C:38]([N:40]=[C:41]=S)=[O:39])=[CH:36][CH:35]=1.CCN(C(C)C)C(C)C.C(Cl)CCl, predict the reaction product. The product is: [F:33][C:34]1[CH:35]=[CH:36][C:37]([C:38](/[N:40]=[C:41]2\[NH:25][C:15]3[CH:16]=[CH:17][C:18]([N:20]4[CH:24]=[N:23][CH:22]=[N:21]4)=[CH:19][C:14]=3[N:13]\2[C@H:10]2[CH2:11][CH2:12][C@@H:7]([C:5](=[O:6])[NH:4][CH:1]([CH3:3])[CH3:2])[CH2:8][CH2:9]2)=[O:39])=[CH:43][CH:44]=1. (3) Given the reactants [F:1][C:2]1[CH:7]=[CH:6][C:5]([C:8]2[C:12]([C:13]3[N:14]=[CH:15][NH:16][CH:17]=3)=[C:11]([CH2:18][O:19][CH3:20])[O:10][N:9]=2)=[CH:4][CH:3]=1.F[C:22]1[CH:27]=[CH:26][C:25]([C:28]([F:31])([F:30])[F:29])=[CH:24][CH:23]=1, predict the reaction product. The product is: [F:1][C:2]1[CH:7]=[CH:6][C:5]([C:8]2[C:12]([C:13]3[N:14]=[CH:15][N:16]([C:22]4[CH:27]=[CH:26][C:25]([C:28]([F:31])([F:30])[F:29])=[CH:24][CH:23]=4)[CH:17]=3)=[C:11]([CH2:18][O:19][CH3:20])[O:10][N:9]=2)=[CH:4][CH:3]=1. (4) The product is: [ClH:38].[NH2:7][C@H:8]([C:14](=[O:15])[N:16]1[CH2:17][C:18]([F:23])([F:24])[C:19]([F:21])([F:22])[CH2:20]1)[CH2:9][CH2:10][CH2:11][CH2:12][NH:13][C:36]([C:27]1[CH:28]=[N:29][C:30]2[C:35](=[CH:34][CH:33]=[CH:32][CH:31]=2)[N:26]=1)=[O:37]. Given the reactants C(OC(=O)[NH:7][C@H:8]([C:14]([N:16]1[CH2:20][C:19]([F:22])([F:21])[C:18]([F:24])([F:23])[CH2:17]1)=[O:15])[CH2:9][CH2:10][CH2:11][CH2:12][NH2:13])(C)(C)C.[N:26]1[C:35]2[C:30](=[CH:31][CH:32]=[CH:33][CH:34]=2)[N:29]=[CH:28][C:27]=1[C:36]([Cl:38])=[O:37], predict the reaction product. (5) Given the reactants [H-].[Na+].C1OCCOCCOCCOCCOCCOC1.Cl[CH:22](Cl)[C:23]([OH:25])=[O:24].[Cl:27][C:28]1[CH:33]=[CH:32][C:31]([OH:34])=[C:30]([C:35]([CH:43]2[CH2:48][CH2:47][CH2:46][CH2:45][CH2:44]2)([CH:37]2[CH2:42][CH2:41][CH2:40][CH2:39][CH2:38]2)[OH:36])[CH:29]=1, predict the reaction product. The product is: [Cl:27][C:28]1[CH:33]=[CH:32][C:31]2[O:34][CH:22]([C:23]([OH:25])=[O:24])[O:36][C:35]([CH:37]3[CH2:42][CH2:41][CH2:40][CH2:39][CH2:38]3)([CH:43]3[CH2:48][CH2:47][CH2:46][CH2:45][CH2:44]3)[C:30]=2[CH:29]=1. (6) The product is: [C:1]([O:5][C:6](=[O:25])[NH:7][C@H:8]([C:10]1[N:20]([CH:21]2[CH2:23][CH2:22]2)[C:13]2[C:14]([Br:19])=[C:15]([F:18])[CH:16]=[CH:17][C:12]=2[N:11]=1)[CH3:9])([CH3:4])([CH3:3])[CH3:2]. Given the reactants [C:1]([O:5][C:6](=[O:25])[NH:7][C@H:8]([C:10](=O)[NH:11][C:12]1[CH:17]=[CH:16][C:15]([F:18])=[C:14]([Br:19])[C:13]=1[NH:20][CH:21]1[CH2:23][CH2:22]1)[CH3:9])([CH3:4])([CH3:3])[CH3:2], predict the reaction product. (7) Given the reactants [OH:1][C:2]([C:5]1[O:9][N:8]=[C:7]([CH:10]=[C:11]([C:14]#[N:15])[C:12]#[N:13])[CH:6]=1)([CH3:4])[CH3:3].[CH2:16]([Mg]Cl)[CH:17]=C.Cl, predict the reaction product. The product is: [OH:1][C:2]([C:5]1[O:9][N:8]=[C:7]([CH:10]([CH:11]([C:12]#[N:13])[C:14]#[N:15])[CH:16]=[CH2:17])[CH:6]=1)([CH3:4])[CH3:3]. (8) Given the reactants Br[C:2]1[CH:18]=[CH:17][C:5]([O:6][CH2:7][CH2:8][CH2:9][O:10][CH:11]2[CH2:16][CH2:15][CH2:14][CH2:13][O:12]2)=[C:4]([C:19]([F:22])([F:21])[F:20])[CH:3]=1.[B:23]1([B:23]2[O:27][C:26]([CH3:29])([CH3:28])[C:25]([CH3:31])([CH3:30])[O:24]2)[O:27][C:26]([CH3:29])([CH3:28])[C:25]([CH3:31])([CH3:30])[O:24]1.C([O-])(=O)C.[K+], predict the reaction product. The product is: [CH3:30][C:25]1([CH3:31])[C:26]([CH3:29])([CH3:28])[O:27][B:23]([C:2]2[CH:18]=[CH:17][C:5]([O:6][CH2:7][CH2:8][CH2:9][O:10][CH:11]3[CH2:16][CH2:15][CH2:14][CH2:13][O:12]3)=[C:4]([C:19]([F:22])([F:21])[F:20])[CH:3]=2)[O:24]1. (9) Given the reactants [NH2:1][C:2]1[N:23]=[C:5]2[CH:6]=[CH:7][C:8]([C:10]3[CH:22]=[CH:21][C:13]([C:14]([NH:16][CH2:17][CH:18]4[CH2:20][CH2:19]4)=[O:15])=[CH:12][CH:11]=3)=[CH:9][N:4]2[N:3]=1.[CH2:24]([NH:26][C:27](=[O:41])[C:28]1[CH:33]=[CH:32][C:31](I)=[C:30]([O:35][CH2:36][C:37]([F:40])([F:39])[F:38])[CH:29]=1)[CH3:25].CC(C1C=C(C(C)C)C(C2C=CC=CC=2P(C2CCCCC2)C2CCCCC2)=C(C(C)C)C=1)C.CC(C)([O-])C.[Na+], predict the reaction product. The product is: [CH:18]1([CH2:17][NH:16][C:14]([C:13]2[CH:21]=[CH:22][C:10]([C:8]3[CH:7]=[CH:6][C:5]4[N:4]([N:3]=[C:2]([NH:1][C:31]5[CH:32]=[CH:33][C:28]([C:27]([NH:26][CH2:24][CH3:25])=[O:41])=[CH:29][C:30]=5[O:35][CH2:36][C:37]([F:38])([F:39])[F:40])[N:23]=4)[CH:9]=3)=[CH:11][CH:12]=2)=[O:15])[CH2:19][CH2:20]1.